From a dataset of Reaction yield outcomes from USPTO patents with 853,638 reactions. Predict the reaction yield, written as a fraction of the theoretical maximum amount of product (1.0 means a 100% yield; for example, 0.34 means a 34% yield). (1) The reactants are [CH3:1][O:2][C:3]1[CH:25]=[CH:24][C:6]([CH2:7][N:8]2[CH2:14][C:13]3[CH:15]=[CH:16][C:17]([C:19](OC)=[O:20])=[CH:18][C:12]=3[O:11][CH2:10][C@@H:9]2[CH3:23])=[CH:5][CH:4]=1.[OH-:26].[Na+].[NH2:28]O. The catalyst is C1COCC1.CO. The product is [OH:26][NH:28][C:19]([C:17]1[CH:16]=[CH:15][C:13]2[CH2:14][N:8]([CH2:7][C:6]3[CH:24]=[CH:25][C:3]([O:2][CH3:1])=[CH:4][CH:5]=3)[C@@H:9]([CH3:23])[CH2:10][O:11][C:12]=2[CH:18]=1)=[O:20]. The yield is 0.850. (2) The reactants are [N-:1]=[N+:2]=[N-:3].[Na+].[Cl-].[F:6][C:7]1[CH:12]=[CH:11][C:10]([C:13]#[C:14][P+](C2C=CC=CC=2)(C2C=CC=CC=2)C2C=CC=CC=2)=[CH:9][CH:8]=1.[OH-].[Na+].O. The catalyst is CN(C=O)C.C(O)C. The product is [F:6][C:7]1[CH:12]=[CH:11][C:10]([C:13]2[N:1]=[N:2][NH:3][CH:14]=2)=[CH:9][CH:8]=1. The yield is 0.200. (3) The reactants are [O:1]1[C:5]2[CH:6]=[CH:7][CH:8]=[CH:9][C:4]=2[CH:3]=[C:2]1[C:10]1[N:19]=[C:18]([Cl:20])[C:17]2[C:12](=[CH:13][CH:14]=[CH:15][CH:16]=2)[N:11]=1.[CH3:21][N:22]([CH3:27])[CH2:23][CH2:24][CH2:25][NH2:26]. The catalyst is O1CCOCC1. The product is [ClH:20].[ClH:20].[O:1]1[C:5]2[CH:6]=[CH:7][CH:8]=[CH:9][C:4]=2[CH:3]=[C:2]1[C:10]1[N:19]=[C:18]([NH:26][CH2:25][CH2:24][CH2:23][N:22]([CH3:27])[CH3:21])[C:17]2[C:12](=[CH:13][CH:14]=[CH:15][CH:16]=2)[N:11]=1. The yield is 0.870. (4) The reactants are [Cl-].[Ce+3].[Cl-].[Cl-].[BH4-:5].[Na+].[C:7]([C:11]1[CH:12]=[C:13]([PH:23](=O)[C:24]2[CH:29]=[C:28]([C:30]([CH3:33])([CH3:32])[CH3:31])[C:27]([O:34][CH3:35])=[C:26]([C:36]([CH3:39])([CH3:38])[CH3:37])[CH:25]=2)[CH:14]=[C:15]([C:19]([CH3:22])([CH3:21])[CH3:20])[C:16]=1[O:17][CH3:18])([CH3:10])([CH3:9])[CH3:8].[H-].[Al+3].[Li+].[H-].[H-].[H-].Cl. The catalyst is C1COCC1.C1(C)C=CC=CC=1.O. The product is [C:30]([C:28]1[CH:29]=[C:24]([PH:23][C:13]2[CH:12]=[C:11]([C:7]([CH3:10])([CH3:9])[CH3:8])[C:16]([O:17][CH3:18])=[C:15]([C:19]([CH3:22])([CH3:21])[CH3:20])[CH:14]=2)[CH:25]=[C:26]([C:36]([CH3:39])([CH3:38])[CH3:37])[C:27]=1[O:34][CH3:35])([CH3:31])([CH3:32])[CH3:33].[BH3:5]. The yield is 0.396. (5) The reactants are [C:1]([O:5][C:6]([NH:8][C@@H:9]([CH2:25][C:26]1[CH:31]=[CH:30][C:29]([O:32]CC2C=CC=CC=2)=[C:28]([O:40]CC2C=CC=CC=2)[CH:27]=1)[C:10]([O:12][C@H:13]([CH3:24])[CH2:14][O:15][C:16]([C:18]1[CH:23]=[CH:22][CH:21]=[CH:20][CH:19]=1)=[O:17])=[O:11])=[O:7])([CH3:4])([CH3:3])[CH3:2].CO. The catalyst is O1CCCC1.[Pd]. The product is [OH:40][C:28]1[CH:27]=[C:26]([CH2:25][C@H:9]([NH:8][C:6]([O:5][C:1]([CH3:2])([CH3:4])[CH3:3])=[O:7])[C:10]([O:12][C@H:13]([CH3:24])[CH2:14][O:15][C:16]([C:18]2[CH:23]=[CH:22][CH:21]=[CH:20][CH:19]=2)=[O:17])=[O:11])[CH:31]=[CH:30][C:29]=1[OH:32]. The yield is 1.00. (6) The catalyst is CO.CO.C(Cl)Cl. The reactants are Cl.[OH:2][NH2:3].C[O-].[Na+].C[O:8][C:9](=O)/[CH:10]=[CH:11]/[C:12]1[CH:17]=[CH:16][CH:15]=[C:14]([CH2:18][N:19]2[CH:23]=[C:22]([C:24]3[CH:29]=[CH:28][CH:27]=[CH:26][CH:25]=3)[N:21]=[N:20]2)[CH:13]=1.Cl. The product is [OH:2][NH:3][C:9](=[O:8])/[CH:10]=[CH:11]/[C:12]1[CH:17]=[CH:16][CH:15]=[C:14]([CH2:18][N:19]2[CH:23]=[C:22]([C:24]3[CH:29]=[CH:28][CH:27]=[CH:26][CH:25]=3)[N:21]=[N:20]2)[CH:13]=1. The yield is 0.350. (7) The reactants are [C:1]([C:5]1[CH:6]=[C:7]([CH:25]=[C:26]([C:28]([CH3:31])([CH3:30])[CH3:29])[CH:27]=1)[CH2:8][C@H:9]1[CH2:14][C@H:13]([C:15]2[O:19][NH:18][C:17](=[O:20])[CH:16]=2)[CH2:12][CH2:11][N:10]1C(OC)=O)([CH3:4])([CH3:3])[CH3:2].Br. No catalyst specified. The product is [C:28]([C:26]1[CH:25]=[C:7]([CH:6]=[C:5]([C:1]([CH3:4])([CH3:3])[CH3:2])[CH:27]=1)[CH2:8][C@H:9]1[CH2:14][C@H:13]([C:15]2[O:19][NH:18][C:17](=[O:20])[CH:16]=2)[CH2:12][CH2:11][NH:10]1)([CH3:30])([CH3:31])[CH3:29]. The yield is 0.510.